This data is from Reaction yield outcomes from USPTO patents with 853,638 reactions. The task is: Predict the reaction yield, written as a fraction of the theoretical maximum amount of product (1.0 means a 100% yield; for example, 0.34 means a 34% yield). (1) The reactants are [CH3:1][O:2][C:3]1[CH:4]=[C:5]2[C:10](=[CH:11][CH:12]=1)[C@@H:9]([CH2:13][CH2:14][O:15][Si](C(C)(C)C)(C)C)[NH:8][CH2:7][CH2:6]2.[F:23][C:24]([F:29])([F:28])[C:25]([NH2:27])=[O:26].F.O.C(=O)([O-])O.[Na+]. The catalyst is C(#N)C. The product is [CH3:1][O:2][C:3]1[CH:4]=[C:5]2[C:10](=[CH:11][CH:12]=1)[C@@H:9]([CH2:13][CH2:14][OH:15])[NH:8][CH2:7][CH2:6]2.[F:23][C:24]([F:29])([F:28])[C:25]([NH2:27])=[O:26]. The yield is 0.790. (2) The reactants are I[C:2]1[CH:3]=[CH:4][C:5]2[N:6]([CH:8]=[C:9]([NH:11][C:12]([CH:14]3[CH2:16][CH2:15]3)=[O:13])[N:10]=2)[N:7]=1.[CH3:17][C:18]1[S:19][C:20]2[CH:26]=[C:25]([OH:27])[CH:24]=[CH:23][C:21]=2[N:22]=1.C(=O)([O-])[O-].[K+].[K+]. The catalyst is CN(C)C=O. The product is [CH3:17][C:18]1[S:19][C:20]2[CH:26]=[C:25]([O:27][C:2]3[CH:3]=[CH:4][C:5]4[N:6]([CH:8]=[C:9]([NH:11][C:12]([CH:14]5[CH2:16][CH2:15]5)=[O:13])[N:10]=4)[N:7]=3)[CH:24]=[CH:23][C:21]=2[N:22]=1. The yield is 0.440. (3) The reactants are [F:1][C:2]([F:40])([F:39])[C@H:3]([N:26]1[CH2:30][CH2:29][C@H:28]([NH:31]C(=O)OC(C)(C)C)[CH2:27]1)[C:4]1[CH:5]=[CH:6][C:7]2[N:8]([C:10]([C:13]3[CH:22]=[CH:21][C:20]4[C:15](=[CH:16][C:17]([O:24][CH3:25])=[C:18]([CH3:23])[CH:19]=4)[N:14]=3)=[N:11][N:12]=2)[CH:9]=1. The catalyst is C(O)(C(F)(F)F)=O. The product is [F:39][C:2]([F:1])([F:40])[C@H:3]([N:26]1[CH2:30][CH2:29][C@H:28]([NH2:31])[CH2:27]1)[C:4]1[CH:5]=[CH:6][C:7]2[N:8]([C:10]([C:13]3[CH:22]=[CH:21][C:20]4[C:15](=[CH:16][C:17]([O:24][CH3:25])=[C:18]([CH3:23])[CH:19]=4)[N:14]=3)=[N:11][N:12]=2)[CH:9]=1. The yield is 0.863. (4) The reactants are [F:1][CH:2]([F:25])[N:3]1[C:7]2[CH:8]3[CH2:19][CH:10]([C:11]4[CH:16]=[C:15]([F:17])[C:14]([I:18])=[CH:13][C:12]=4[C:6]=2[N:5]=[C:4]1[C:20]([O:22]CC)=O)[CH2:9]3.[NH3:26]. No catalyst specified. The product is [F:25][CH:2]([F:1])[N:3]1[C:7]2[CH:8]3[CH2:19][CH:10]([C:11]4[CH:16]=[C:15]([F:17])[C:14]([I:18])=[CH:13][C:12]=4[C:6]=2[N:5]=[C:4]1[C:20]([NH2:26])=[O:22])[CH2:9]3. The yield is 0.800. (5) The reactants are [F:1][C:2]1[CH:7]=[CH:6][C:5]([OH:8])=[CH:4][CH:3]=1.C([O-])([O-])=O.[K+].[K+].Br[CH2:16][CH:17]=[CH2:18]. The catalyst is CC(C)=O. The product is [CH2:18]([O:8][C:5]1[CH:6]=[CH:7][C:2]([F:1])=[CH:3][CH:4]=1)[CH:17]=[CH2:16]. The yield is 0.990. (6) The reactants are [Cl:1][C:2]1[CH:30]=[CH:29][C:5]([CH2:6][O:7][C:8]2[C:9]([O:25][CH2:26][CH2:27][F:28])=[C:10]([CH:14]([C:16]3[C:24]4[C:19](=[N:20][CH:21]=[CH:22][CH:23]=4)[NH:18][CH:17]=3)[OH:15])[CH:11]=[CH:12][CH:13]=2)=[C:4]([F:31])[CH:3]=1.CC(OI1(OC(C)=O)(OC(C)=O)OC(=O)C2C=CC=CC1=2)=O. The catalyst is O1CCCC1. The product is [Cl:1][C:2]1[CH:30]=[CH:29][C:5]([CH2:6][O:7][C:8]2[C:9]([O:25][CH2:26][CH2:27][F:28])=[C:10]([C:14]([C:16]3[C:24]4[C:19](=[N:20][CH:21]=[CH:22][CH:23]=4)[NH:18][CH:17]=3)=[O:15])[CH:11]=[CH:12][CH:13]=2)=[C:4]([F:31])[CH:3]=1. The yield is 0.200. (7) The reactants are Cl.Cl.[S:3]1[CH:7]=[CH:6][N:5]=[C:4]1[N:8]1[CH2:14][CH2:13][CH2:12][NH:11][CH2:10][CH2:9]1. The catalyst is [OH-].[Na+]. The product is [S:3]1[CH:7]=[CH:6][N:5]=[C:4]1[N:8]1[CH2:14][CH2:13][CH2:12][NH:11][CH2:10][CH2:9]1. The yield is 0.990. (8) The reactants are [Cl:1][C:2]1[C:7]([C:8]([OH:10])=[O:9])=[CH:6][CH:5]=[C:4]([O:11][CH3:12])[N:3]=1.O=S(Cl)Cl.[C:17](=O)([O-])[O-].[Na+].[Na+]. The catalyst is CO.O. The product is [Cl:1][C:2]1[C:7]([C:8]([O:10][CH3:17])=[O:9])=[CH:6][CH:5]=[C:4]([O:11][CH3:12])[N:3]=1. The yield is 0.640. (9) The reactants are Cl[C:2]1[N:11]=[C:10]([N:12]2[CH2:17][CH2:16][O:15][CH2:14][CH2:13]2)[C:9]2[N:8]([CH3:18])[C:7](=[O:19])[C:6]3([CH3:24])[CH2:20][O:21][CH2:22][CH2:23][N:5]3[C:4]=2[N:3]=1.[CH3:25][NH:26][C:27]([NH:29][C:30]1[CH:35]=[CH:34][C:33](B2OC(C)(C)C(C)(C)O2)=[CH:32][CH:31]=1)=[O:28].C(=O)(O)[O-].[Na+]. The catalyst is O1CCOCC1.C1C=CC(P(C2C=CC=CC=2)[C-]2C=CC=C2)=CC=1.C1C=CC(P(C2C=CC=CC=2)[C-]2C=CC=C2)=CC=1.Cl[Pd]Cl.[Fe+2]. The product is [CH3:18][N:8]1[C:7](=[O:19])[C:6]2([CH3:24])[CH2:20][O:21][CH2:22][CH2:23][N:5]2[C:4]2[N:3]=[C:2]([C:33]3[CH:32]=[CH:31][C:30]([NH:29][C:27]([NH:26][CH3:25])=[O:28])=[CH:35][CH:34]=3)[N:11]=[C:10]([N:12]3[CH2:13][CH2:14][O:15][CH2:16][CH2:17]3)[C:9]1=2. The yield is 0.170.